This data is from Forward reaction prediction with 1.9M reactions from USPTO patents (1976-2016). The task is: Predict the product of the given reaction. (1) Given the reactants Cl.[CH2:2]([N:4]1[C:9]2[N:10]=[C:11]([NH:15][C:16]3[CH:21]=[CH:20][C:19]([N:22]4[CH2:27][CH2:26][N:25](C(OC(C)(C)C)=O)[CH2:24][CH2:23]4)=[CH:18][CH:17]=3)[N:12]=[C:13]([CH3:14])[C:8]=2[CH:7]=[C:6]([C:35]2[S:36][CH:37]=[CH:38][N:39]=2)[C:5]1=[O:40])[CH3:3], predict the reaction product. The product is: [CH2:2]([N:4]1[C:9]2[N:10]=[C:11]([NH:15][C:16]3[CH:21]=[CH:20][C:19]([N:22]4[CH2:23][CH2:24][NH:25][CH2:26][CH2:27]4)=[CH:18][CH:17]=3)[N:12]=[C:13]([CH3:14])[C:8]=2[CH:7]=[C:6]([C:35]2[S:36][CH:37]=[CH:38][N:39]=2)[C:5]1=[O:40])[CH3:3]. (2) The product is: [Br:12][C:13]1[C:22]2[C:17](=[CH:18][CH:19]=[CH:20][CH:21]=2)[C:16]([C:2]#[N:1])=[N:15][CH:14]=1. Given the reactants [N:1]12CCCN=C1CCCC[CH2:2]2.[Br:12][C:13]1[C:22]2[C:17](=[CH:18][CH:19]=[CH:20][CH:21]=2)[CH:16]=[N+:15]([O-])[CH:14]=1.C([Si](C)(C)C)#N, predict the reaction product.